From a dataset of Forward reaction prediction with 1.9M reactions from USPTO patents (1976-2016). Predict the product of the given reaction. (1) Given the reactants C([NH:5][C:6]1[C:15]2[CH:14]=[CH:13][CH:12]=[C:11]([C:16]([NH:18][C:19]3[CH:24]=[C:23]([C:25](=[O:37])NC4C=CC=C(C(F)(F)F)C=4)[CH:22]=[CH:21][C:20]=3[CH3:38])=[O:17])[C:10]=2[CH:9]=[CH:8][N:7]=1)(C)(C)C.[CH3:39][C:40]1[N:41]=[CH:42][N:43]([C:45]2[CH:46]=[C:47]([CH:49]=[C:50]([C:52]([F:55])([F:54])[F:53])[CH:51]=2)[NH2:48])[CH:44]=1.NC1C=CC=CC=1, predict the reaction product. The product is: [NH2:5][C:6]1[C:15]2[CH:14]=[CH:13][CH:12]=[C:11]([C:16]([NH:18][C:19]3[CH:24]=[C:23]([C:25](=[O:37])[NH:48][C:47]4[CH:49]=[C:50]([C:52]([F:55])([F:53])[F:54])[CH:51]=[C:45]([N:43]5[CH:44]=[C:40]([CH3:39])[N:41]=[CH:42]5)[CH:46]=4)[CH:22]=[CH:21][C:20]=3[CH3:38])=[O:17])[C:10]=2[CH:9]=[CH:8][N:7]=1. (2) Given the reactants [CH3:1][N:2]([CH3:16])[C:3]([N:5]1[CH2:10][CH2:9][CH:8]([C:11]([O:13]CC)=[O:12])[CH2:7][CH2:6]1)=[O:4].O.[OH-].[Li+], predict the reaction product. The product is: [CH3:1][N:2]([CH3:16])[C:3]([N:5]1[CH2:10][CH2:9][CH:8]([C:11]([OH:13])=[O:12])[CH2:7][CH2:6]1)=[O:4]. (3) Given the reactants [NH2:1][C@@H:2]([C:8]([OH:10])=[O:9])[CH2:3][CH2:4][C:5](=[O:7])[NH2:6].N[C@H](C(O)=O)CC(=O)N.N[C@@H](C(O)=O)CC(=O)N.N[C@H](C(O)=O)CCC(=O)O.N[C@@H](C(O)=O)CCC(=O)O.N[C@H](C(O)=O)CC(=O)O, predict the reaction product. The product is: [NH2:1][C@H:2]([C:8]([OH:10])=[O:9])[CH2:3][CH2:4][C:5](=[O:7])[NH2:6]. (4) Given the reactants Br[C:2]1[C:7]2[S:8][C:9]([C:11]3[C:16]([Cl:17])=[CH:15][CH:14]=[CH:13][C:12]=3[Cl:18])=[N:10][C:6]=2[CH:5]=[CH:4][N:3]=1.[C:19]([NH2:22])(=[O:21])[CH3:20].CC1(C)C2C(=C(P(C3C=CC=CC=3)C3C=CC=CC=3)C=CC=2)OC2C(P(C3C=CC=CC=3)C3C=CC=CC=3)=CC=CC1=2.C([O-])([O-])=O.[Cs+].[Cs+], predict the reaction product. The product is: [Cl:18][C:12]1[CH:13]=[CH:14][CH:15]=[C:16]([Cl:17])[C:11]=1[C:9]1[S:8][C:7]2[C:2]([NH:22][C:19](=[O:21])[CH3:20])=[N:3][CH:4]=[CH:5][C:6]=2[N:10]=1.